This data is from Full USPTO retrosynthesis dataset with 1.9M reactions from patents (1976-2016). The task is: Predict the reactants needed to synthesize the given product. Given the product [ClH:32].[C:23]1([C:33]2[CH:38]=[CH:37][CH:36]=[CH:35][CH:34]=2)[CH:28]=[CH:27][C:26]([S:29]([N:18]2[C:19]3[C:15](=[C:14]([N:11]4[CH2:10][CH2:9][NH:8][CH2:13][CH2:12]4)[CH:22]=[CH:21][CH:20]=3)[CH:16]=[CH:17]2)(=[O:31])=[O:30])=[CH:25][CH:24]=1, predict the reactants needed to synthesize it. The reactants are: C([N:8]1[CH2:13][CH2:12][N:11]([C:14]2[CH:22]=[CH:21][CH:20]=[C:19]3[C:15]=2[CH:16]=[CH:17][NH:18]3)[CH2:10][CH2:9]1)(OC(C)(C)C)=O.[C:23]1([C:33]2[CH:38]=[CH:37][CH:36]=[CH:35][CH:34]=2)[CH:28]=[CH:27][C:26]([S:29]([Cl:32])(=[O:31])=[O:30])=[CH:25][CH:24]=1.